Dataset: Forward reaction prediction with 1.9M reactions from USPTO patents (1976-2016). Task: Predict the product of the given reaction. (1) Given the reactants [NH2:1][C:2]1[CH:7]=[C:6](Cl)[N:5]=[C:4]([C:9]([O:11][CH3:12])=[O:10])[C:3]=1[Cl:13].[F:14][C:15]1[CH:16]=[C:17](B2OC(C)(C)C(C)(C)O2)[CH:18]=[CH:19][C:20]=1[C:21]([F:24])([F:23])[F:22].[F-].[K+], predict the reaction product. The product is: [NH2:1][C:2]1[CH:7]=[C:6]([C:17]2[CH:18]=[CH:19][C:20]([C:21]([F:23])([F:24])[F:22])=[C:15]([F:14])[CH:16]=2)[N:5]=[C:4]([C:9]([O:11][CH3:12])=[O:10])[C:3]=1[Cl:13]. (2) Given the reactants [CH3:1][C:2]1[CH:3]=[C:4]([NH:8][C:9]2[S:10][C:11](/[CH:20]=[CH:21]/[C:22]([O:24][CH3:25])=[O:23])=[C:12]([C:14]3[CH:19]=[CH:18][N:17]=[CH:16][CH:15]=3)[N:13]=2)[CH:5]=[CH:6][CH:7]=1, predict the reaction product. The product is: [CH3:1][C:2]1[CH:3]=[C:4]([NH:8][C:9]2[S:10][C:11]([CH2:20][CH2:21][C:22]([O:24][CH3:25])=[O:23])=[C:12]([C:14]3[CH:19]=[CH:18][N:17]=[CH:16][CH:15]=3)[N:13]=2)[CH:5]=[CH:6][CH:7]=1.